This data is from Reaction yield outcomes from USPTO patents with 853,638 reactions. The task is: Predict the reaction yield, written as a fraction of the theoretical maximum amount of product (1.0 means a 100% yield; for example, 0.34 means a 34% yield). (1) The catalyst is C(O)C. The yield is 0.240. The product is [CH3:2][O:3][C:4]1[C:5]2[NH:10][C:16]3[CH2:17][CH2:18][N:13]([CH3:12])[CH2:14][C:15]=3[C:6]=2[CH:7]=[CH:8][CH:9]=1. The reactants are Cl.[CH3:2][O:3][C:4]1[CH:9]=[CH:8][CH:7]=[CH:6][C:5]=1[NH:10]N.[CH3:12][N:13]1[CH2:18][CH2:17][C:16](=O)[CH2:15][CH2:14]1.Cl. (2) The reactants are [NH2:1][C:2]1[N:10]=[CH:9][N:8]=[C:7]2[C:3]=1[N:4]=[CH:5][N:6]2[C@H:11]1[C@@H:15]2[O:16][C:17]([CH3:20])([CH3:19])[O:18][C@@H:14]2[C@@H:13]([CH2:21][N:22]([CH3:29])[CH:23]2[CH2:26][CH:25]([CH2:27][OH:28])[CH2:24]2)[O:12]1.CCN(CC)CC.[CH3:37][S:38](Cl)(=[O:40])=[O:39].O. The catalyst is C(Cl)Cl. The product is [CH3:37][S:38]([O:28][CH2:27][CH:25]1[CH2:24][CH:23]([N:22]([CH2:21][C@@H:13]2[C@@H:14]3[C@@H:15]([O:16][C:17]([CH3:19])([CH3:20])[O:18]3)[C@H:11]([N:6]3[CH:5]=[N:4][C:3]4[C:7]3=[N:8][CH:9]=[N:10][C:2]=4[NH2:1])[O:12]2)[CH3:29])[CH2:26]1)(=[O:40])=[O:39]. The yield is 0.350. (3) The reactants are Br[C:2]1[C:3]([CH3:26])=[C:4]([CH2:16][N:17]([CH3:25])[C:18](=[O:24])[O:19][C:20]([CH3:23])([CH3:22])[CH3:21])[S:5][C:6]=1[S:7]([C:10]1[CH:15]=[CH:14][CH:13]=[CH:12][CH:11]=1)(=[O:9])=[O:8].[Cl:27][C:28]1[C:33](B(O)O)=[CH:32][CH:31]=[CH:30][N:29]=1.C(=O)([O-])[O-].[Na+].[Na+].COCCOC. The catalyst is C1C=CC([P]([Pd]([P](C2C=CC=CC=2)(C2C=CC=CC=2)C2C=CC=CC=2)([P](C2C=CC=CC=2)(C2C=CC=CC=2)C2C=CC=CC=2)[P](C2C=CC=CC=2)(C2C=CC=CC=2)C2C=CC=CC=2)(C2C=CC=CC=2)C2C=CC=CC=2)=CC=1.O. The product is [Cl:27][C:28]1[C:33]([C:2]2[C:3]([CH3:26])=[C:4]([CH2:16][N:17]([CH3:25])[C:18](=[O:24])[O:19][C:20]([CH3:23])([CH3:21])[CH3:22])[S:5][C:6]=2[S:7]([C:10]2[CH:11]=[CH:12][CH:13]=[CH:14][CH:15]=2)(=[O:8])=[O:9])=[CH:32][CH:31]=[CH:30][N:29]=1. The yield is 0.220. (4) The reactants are [CH2:1]([C:8]1[C:9]([NH:21][CH:22]([CH2:26][CH2:27][CH2:28][CH3:29])[C:23](O)=[O:24])=[N:10][CH:11]=[C:12]([C:14]2[CH:19]=[CH:18][C:17]([OH:20])=[CH:16][CH:15]=2)[N:13]=1)[C:2]1[CH:7]=[CH:6][CH:5]=[CH:4][CH:3]=1.N1C=CC=CC=1.C1(N=C=NC2CCCCC2)CCCCC1. The catalyst is C(Cl)Cl. The product is [CH2:1]([C:8]1[NH:13][C:12]([C:14]2[CH:19]=[CH:18][C:17]([OH:20])=[CH:16][CH:15]=2)=[CH:11][N:10]2[C:23](=[O:24])[C:22]([CH2:26][CH2:27][CH2:28][CH3:29])=[N:21][C:9]=12)[C:2]1[CH:7]=[CH:6][CH:5]=[CH:4][CH:3]=1. The yield is 0.890. (5) The reactants are Cl[C:2]1[N:3]=[C:4]([N:15]2[CH2:20][CH2:19][O:18][CH2:17][CH2:16]2)[C:5]2[S:10][C:9]([CH2:11][NH:12][CH3:13])=[C:8]([CH3:14])[C:6]=2[N:7]=1.[CH3:21][S:22](Cl)(=[O:24])=[O:23].CC1(C)C(C)(C)OB([C:34]2[CH:42]=[CH:41][CH:40]=[C:39]3[C:35]=2[CH:36]=[N:37][NH:38]3)O1. No catalyst specified. The product is [NH:38]1[C:39]2[C:35](=[C:34]([C:2]3[N:3]=[C:4]([N:15]4[CH2:20][CH2:19][O:18][CH2:17][CH2:16]4)[C:5]4[S:10][C:9]([CH2:11][N:12]([S:22]([CH3:21])(=[O:24])=[O:23])[CH3:13])=[C:8]([CH3:14])[C:6]=4[N:7]=3)[CH:42]=[CH:41][CH:40]=2)[CH:36]=[N:37]1. The yield is 0.290. (6) The reactants are [Cl:1][C:2]1[CH:10]=[CH:9][CH:8]=[C:7]2[C:3]=1[C:4]([C:18](=[O:23])[C:19]([F:22])([F:21])[F:20])=[CH:5][N:6]2[CH2:11][CH2:12][CH:13](OC)[O:14]C.Cl.C([O-])(O)=O.[Na+]. The catalyst is C1COCC1. The product is [Cl:1][C:2]1[CH:10]=[CH:9][CH:8]=[C:7]2[C:3]=1[C:4]([C:18](=[O:23])[C:19]([F:21])([F:22])[F:20])=[CH:5][N:6]2[CH2:11][CH2:12][CH:13]=[O:14]. The yield is 0.932. (7) The catalyst is C(Cl)(Cl)Cl. The product is [CH3:18][S:19]([C:22]1[CH:23]=[CH:24][C:25]([CH2:26][O:27][C:28]2[CH:29]=[N:30][C:31]([N:34]3[CH2:39][CH2:38][N:37]([C:1]([O:10][C:11]4([CH3:15])[CH2:12][O:13][CH2:14]4)=[O:16])[CH2:36][CH2:35]3)=[N:32][CH:33]=2)=[CH:40][CH:41]=1)(=[O:21])=[O:20]. The reactants are [C:1](=[O:16])([O:10][C:11]1([CH3:15])[CH2:14][O:13][CH2:12]1)OC1C=CC(F)=CC=1.Cl.[CH3:18][S:19]([C:22]1[CH:41]=[CH:40][C:25]([CH2:26][O:27][C:28]2[CH:29]=[N:30][C:31]([N:34]3[CH2:39][CH2:38][NH:37][CH2:36][CH2:35]3)=[N:32][CH:33]=2)=[CH:24][CH:23]=1)(=[O:21])=[O:20].C(N(CC)CC)C. The yield is 0.110. (8) The reactants are Cl[C:2]1[CH:7]=[C:6]([C:8]2[CH2:13][CH2:12][CH2:11][CH2:10][CH:9]=2)[N:5]=[C:4]2[CH2:14][CH2:15][CH2:16][C:3]=12.[NH2:17][C:18]1[CH:23]=[CH:22][C:21]([CH2:24][C:25]([O:27][CH2:28][CH3:29])=[O:26])=[CH:20][CH:19]=1. No catalyst specified. The product is [C:8]1([C:6]2[N:5]=[C:4]3[CH2:14][CH2:15][CH2:16][C:3]3=[C:2]([NH:17][C:18]3[CH:19]=[CH:20][C:21]([CH2:24][C:25]([O:27][CH2:28][CH3:29])=[O:26])=[CH:22][CH:23]=3)[CH:7]=2)[CH2:13][CH2:12][CH2:11][CH2:10][CH:9]=1. The yield is 0.310. (9) The reactants are [Li]CCCC.C1CCCCC1.N(C(C)C)C(C)C.[Li+].CC([N-]C(C)C)C.[C:27]([O:31][C:32]([CH3:35])([CH3:34])[CH3:33])(=[O:30])[CH2:28][CH3:29].[CH3:36][Si:37](Cl)([CH3:39])[CH3:38]. The catalyst is C1COCC1.CCCCCC.CN(P(N(C)C)(N(C)C)=O)C. The product is [C:32]([O:31]/[C:27](/[O:30][Si:37]([CH3:39])([CH3:38])[CH3:36])=[CH:28]/[CH3:29])([CH3:35])([CH3:34])[CH3:33]. The yield is 0.440.